The task is: Predict the reaction yield, written as a fraction of the theoretical maximum amount of product (1.0 means a 100% yield; for example, 0.34 means a 34% yield).. This data is from Reaction yield outcomes from USPTO patents with 853,638 reactions. (1) The reactants are ClC(Cl)(Cl)CO[C:5]([C@@H:7]1[CH2:12][CH2:11][CH2:10][N:9]([C:13](=[O:45])[C@@H:14]([NH:30][C:31](=[O:44])[C@@H:32]([NH:36][C:37]([O:39][C:40]([CH3:43])([CH3:42])[CH3:41])=[O:38])[CH:33]([CH3:35])[CH3:34])[CH2:15][C:16]2[CH:21]=[CH:20][CH:19]=[C:18]([O:22][Si:23]([C:26]([CH3:29])([CH3:28])[CH3:27])([CH3:25])[CH3:24])[CH:17]=2)[NH:8]1)=[O:6].C(=O)(O)[O-].[Na+].[I:53][C:54]1[CH:55]=[C:56]([CH:59]=[CH:60][CH:61]=1)[CH2:57][NH2:58].C(OCC)(=O)C. The yield is 0.340. The product is [C:40]([O:39][C:37](=[O:38])[NH:36][C@H:32]([C:31](=[O:44])[NH:30][C@@H:14]([CH2:15][C:16]1[CH:21]=[CH:20][CH:19]=[C:18]([O:22][Si:23]([C:26]([CH3:28])([CH3:27])[CH3:29])([CH3:25])[CH3:24])[CH:17]=1)[C:13]([N:9]1[CH2:10][CH2:11][CH2:12][C@@H:7]([C:5](=[O:6])[NH:58][CH2:57][C:56]2[CH:59]=[CH:60][CH:61]=[C:54]([I:53])[CH:55]=2)[NH:8]1)=[O:45])[CH:33]([CH3:34])[CH3:35])([CH3:41])([CH3:43])[CH3:42]. The catalyst is O1CCCC1. (2) The reactants are [F:1][C:2]([F:14])([F:13])[O:3][C:4]1[CH:9]=[CH:8][C:7]([C:10](=[O:12])[CH3:11])=[CH:6][CH:5]=1.[C:15](OCC)(=[O:21])[C:16]([O:18][CH2:19][CH3:20])=[O:17].[Na]. The catalyst is C(O)C. The product is [CH2:19]([O:18][C:16](=[O:17])/[C:15](/[OH:21])=[CH:11]/[C:10](=[O:12])[C:7]1[CH:6]=[CH:5][C:4]([O:3][C:2]([F:13])([F:14])[F:1])=[CH:9][CH:8]=1)[CH3:20]. The yield is 0.990. (3) The reactants are COCCN(S(F)(F)F)CCOC.[C:14]([O:18][C:19]([NH:21][C@H:22]([CH3:33])[C:23]([NH:25][CH:26]([CH2:31][OH:32])[C:27]([O:29][CH3:30])=[O:28])=O)=[O:20])([CH3:17])([CH3:16])[CH3:15].BrC(Cl)(Cl)Cl. The catalyst is C(Cl)Cl. The product is [C:14]([O:18][C:19]([NH:21][C@@H:22]([C:23]1[O:32][CH:31]=[C:26]([C:27]([O:29][CH3:30])=[O:28])[N:25]=1)[CH3:33])=[O:20])([CH3:17])([CH3:16])[CH3:15]. The yield is 0.650. (4) The reactants are CCOCC.[OH:6][C:7]1[CH:12]=[CH:11][CH:10]=[CH:9][C:8]=1[C:13]1[N:22]=[C:21]([N:23]2[CH2:27][CH2:26][C@@H:25]([NH:28][C:29](=[O:35])[O:30][CH2:31][CH2:32][O:33][CH3:34])[CH2:24]2)[C:20]2[C:15](=[CH:16][C:17]([CH3:36])=[CH:18][CH:19]=2)[N:14]=1.[ClH:37]. The catalyst is C(Cl)Cl. The product is [ClH:37].[OH:6][C:7]1[CH:12]=[CH:11][CH:10]=[CH:9][C:8]=1[C:13]1[N:22]=[C:21]([N:23]2[CH2:27][CH2:26][C@@H:25]([NH:28][C:29](=[O:35])[O:30][CH2:31][CH2:32][O:33][CH3:34])[CH2:24]2)[C:20]2[C:15](=[CH:16][C:17]([CH3:36])=[CH:18][CH:19]=2)[N:14]=1. The yield is 0.800. (5) The product is [C:4]1([CH:9]=[CH:8][CH:7]=[C:6]([OH:11])[C:5]=1[OH:12])[OH:3]. The catalyst is O.[Rh]. The yield is 0.440. The reactants are [OH-].[Na+].[OH:3][C:4]1[CH:9]=[CH:8][C:7](O)=[C:6]([OH:11])[C:5]=1[OH:12]. (6) The reactants are [C:1]([C:5]1[C:6]([OH:19])=[C:7]([CH:12]=[C:13](C(C)(C)C)[CH:14]=1)[C:8]([O:10][CH3:11])=[O:9])([CH3:4])([CH3:3])[CH3:2].[N+:20]([O-])([OH:22])=[O:21].O. The catalyst is C(O)(=O)C. The product is [C:1]([C:5]1[C:6]([OH:19])=[C:7]([CH:12]=[C:13]([N+:20]([O-:22])=[O:21])[CH:14]=1)[C:8]([O:10][CH3:11])=[O:9])([CH3:4])([CH3:3])[CH3:2]. The yield is 0.890. (7) The reactants are C[Si]([N-][Si](C)(C)C)(C)C.[Na+].[NH:11]1[CH:15]=[CH:14][CH:13]=[N:12]1.[Cl:16][C:17]1[N:22]=[C:21](Cl)[C:20]([C:24]([NH:26][CH:27]2[CH:34]3[CH2:35][CH:30]4[CH2:31][C:32]([OH:37])([CH2:36][CH:28]2[CH2:29]4)[CH2:33]3)=[O:25])=[CH:19][N:18]=1. The catalyst is C1COCC1.CCOC(C)=O. The product is [Cl:16][C:17]1[N:18]=[C:19]([N:11]2[CH:15]=[CH:14][CH:13]=[N:12]2)[C:20]([C:24]([NH:26][CH:27]2[CH:34]3[CH2:35][CH:30]4[CH2:31][C:32]([OH:37])([CH2:36][CH:28]2[CH2:29]4)[CH2:33]3)=[O:25])=[CH:21][N:22]=1. The yield is 0.490.